Dataset: Full USPTO retrosynthesis dataset with 1.9M reactions from patents (1976-2016). Task: Predict the reactants needed to synthesize the given product. (1) Given the product [CH3:31][O:32][C:33]([C:35]1[NH:45][C:38]2=[N:39][CH:40]=[C:41]([CH2:43][O:11][C:3]3[CH:4]=[C:5]([N+:8]([O-:10])=[O:9])[CH:6]=[CH:7][C:2]=3[CH3:1])[CH:42]=[C:37]2[CH:36]=1)=[O:34], predict the reactants needed to synthesize it. The reactants are: [CH3:1][C:2]1[CH:7]=[CH:6][C:5]([N+:8]([O-:10])=[O:9])=[CH:4][C:3]=1[OH:11].C1C=CC(P(C2C=CC=CC=2)C2C=CC=CC=2)=CC=1.[CH3:31][O:32][C:33]([C:35]1[NH:45][C:38]2=[N:39][CH:40]=[C:41]([CH2:43]O)[CH:42]=[C:37]2[CH:36]=1)=[O:34].CCOC(/N=N/C(OCC)=O)=O. (2) Given the product [NH:7]1[CH:11]=[C:10]([S:12]([NH2:1])(=[O:14])=[O:13])[CH:9]=[N:8]1, predict the reactants needed to synthesize it. The reactants are: [NH3:1].C1COCC1.[NH:7]1[CH:11]=[C:10]([S:12](Cl)(=[O:14])=[O:13])[CH:9]=[N:8]1. (3) Given the product [OH:26][C:22]1[CH:21]=[C:20]([C:9]2[CH2:10][CH2:11][CH2:12][C:13]3[CH:18]=[C:17]([OH:19])[CH:16]=[CH:15][C:14]=3[C:8]=2[CH2:7][CH2:6][CH2:5][CH2:4][CH2:3][CH2:2][N:28]([CH3:27])[CH2:29][CH2:30][CH2:31][S:32]([CH2:35][CH2:36][CH2:37][C:38]([F:41])([F:39])[F:40])(=[O:33])=[O:34])[CH:25]=[CH:24][CH:23]=1, predict the reactants needed to synthesize it. The reactants are: Br[CH2:2][CH2:3][CH2:4][CH2:5][CH2:6][CH2:7][C:8]1[C:14]2[CH:15]=[CH:16][C:17]([OH:19])=[CH:18][C:13]=2[CH2:12][CH2:11][CH2:10][C:9]=1[C:20]1[CH:25]=[CH:24][CH:23]=[C:22]([OH:26])[CH:21]=1.[CH3:27][NH:28][CH2:29][CH2:30][CH2:31][S:32]([CH2:35][CH2:36][CH2:37][C:38]([F:41])([F:40])[F:39])(=[O:34])=[O:33]. (4) Given the product [C:15]1([N:3]2[C:4]3[C:5]4[C:6]([CH2:7][NH:8][C:9](=[O:14])[C:10]=4[CH:11]=[CH:12][CH:13]=3)=[CH:2]2)[CH:20]=[CH:19][CH:18]=[CH:17][CH:16]=1, predict the reactants needed to synthesize it. The reactants are: Br[C:2]1[NH:3][C:4]2[C:5]3[C:6]=1[CH2:7][NH:8][C:9](=[O:14])[C:10]=3[CH:11]=[CH:12][CH:13]=2.[C:15]1(B(O)O)[CH:20]=[CH:19][CH:18]=[CH:17][CH:16]=1.C([O-])([O-])=O.[Na+].[Na+].[Li+].[Cl-]. (5) Given the product [C:1]([O:5][C:6](=[O:19])[NH:7][C:8]1[CH:13]=[CH:12][C:11]([O:14][CH3:15])=[CH:10][C:9]=1[NH2:16])([CH3:4])([CH3:2])[CH3:3], predict the reactants needed to synthesize it. The reactants are: [C:1]([O:5][C:6](=[O:19])[NH:7][C:8]1[CH:13]=[CH:12][C:11]([O:14][CH3:15])=[CH:10][C:9]=1[N+:16]([O-])=O)([CH3:4])([CH3:3])[CH3:2]. (6) Given the product [C:28]([C:24]1[CH:23]=[C:22]([NH:21][C:20](=[O:32])[C:17]2[CH:18]=[CH:19][C:14]([N:11]3[CH2:12][CH2:13][NH:8][CH2:9][CH2:10]3)=[CH:15][CH:16]=2)[CH:27]=[CH:26][CH:25]=1)([CH3:31])([CH3:29])[CH3:30], predict the reactants needed to synthesize it. The reactants are: C(OC([N:8]1[CH2:13][CH2:12][N:11]([C:14]2[CH:19]=[CH:18][C:17]([C:20](=[O:32])[NH:21][C:22]3[CH:27]=[CH:26][CH:25]=[C:24]([C:28]([CH3:31])([CH3:30])[CH3:29])[CH:23]=3)=[CH:16][CH:15]=2)[CH2:10][CH2:9]1)=O)(C)(C)C.C(C1C=CC(NC(=O)C2C=CC(N3CCNCC3)=NC=2)=CC=1)(C)(C)C.